Task: Predict the reactants needed to synthesize the given product.. Dataset: Full USPTO retrosynthesis dataset with 1.9M reactions from patents (1976-2016) (1) Given the product [CH3:23][S:19][C:18]1[N:17]=[N:16][C:9]([CH:8]([NH:7][C:6](=[O:22])[O:5][C:1]([CH3:4])([CH3:3])[CH3:2])[CH3:21])=[CH:10][N:20]=1, predict the reactants needed to synthesize it. The reactants are: [C:1]([O:5][C:6](=[O:22])[NH:7][CH:8]([CH3:21])[C:9](=[N:16][NH:17][C:18]([NH2:20])=[S:19])[CH:10]1SCCCS1)([CH3:4])([CH3:3])[CH3:2].[C:23](=O)([O-])[O-].[Ca+2].IC. (2) Given the product [Cl:18][C:17]1[CH:16]=[CH:15][CH:14]=[C:3]2[C:2]=1[N:1]=[C:21]([CH2:20][Cl:19])[N:6]([C:7]1[CH:12]=[CH:11][CH:10]=[CH:9][C:8]=1[Cl:13])[C:4]2=[O:5], predict the reactants needed to synthesize it. The reactants are: [NH2:1][C:2]1[C:17]([Cl:18])=[CH:16][CH:15]=[CH:14][C:3]=1[C:4]([NH:6][C:7]1[CH:12]=[CH:11][CH:10]=[CH:9][C:8]=1[Cl:13])=[O:5].[Cl:19][CH2:20][C:21](Cl)=O. (3) Given the product [ClH:1].[NH2:6][C:7]1[N:12]=[CH:11][C:10]([C:13]2[C:14]([CH:31]=[O:32])=[N:15][N:16]([CH:18]3[CH2:23][CH2:22][NH:21][CH2:20][CH2:19]3)[CH:17]=2)=[CH:9][C:8]=1[C:33]1[O:34][C:35]2[CH:41]=[CH:40][CH:39]=[CH:38][C:36]=2[N:37]=1, predict the reactants needed to synthesize it. The reactants are: [ClH:1].CC(O)C.[NH2:6][C:7]1[N:12]=[CH:11][C:10]([C:13]2[C:14]([CH:31]=[O:32])=[N:15][N:16]([CH:18]3[CH2:23][CH2:22][N:21](C(OC(C)(C)C)=O)[CH2:20][CH2:19]3)[CH:17]=2)=[CH:9][C:8]=1[C:33]1[O:34][C:35]2[CH:41]=[CH:40][CH:39]=[CH:38][C:36]=2[N:37]=1. (4) Given the product [CH:20]([C:18]1[N:19]=[C:15]([CH2:14][CH2:13][C:11]2[CH:10]=[CH:9][N:5]3[C:6](=[O:8])[CH:7]=[C:2]([N:41]4[CH2:46][CH2:45][O:44][CH2:43][CH2:42]4)[N:3]=[C:4]3[CH:12]=2)[S:16][CH:17]=1)([CH3:22])[CH3:21], predict the reactants needed to synthesize it. The reactants are: O[C:2]1[N:3]=[C:4]2[CH:12]=[C:11]([CH2:13][CH2:14][C:15]3[S:16][CH:17]=[C:18]([CH:20]([CH3:22])[CH3:21])[N:19]=3)[CH:10]=[CH:9][N:5]2[C:6](=[O:8])[CH:7]=1.C(N(CC)CC)C.C1(C)C=CC(S(Cl)(=O)=O)=CC=1.[NH:41]1[CH2:46][CH2:45][O:44][CH2:43][CH2:42]1. (5) Given the product [C:3]([OH:10])(=[O:2])[CH2:4][CH2:5][C:6]([CH3:8])=[O:7].[CH3:1][O:2][C:3](=[O:10])[CH2:4][CH2:5][C:6]([CH3:8])=[O:7], predict the reactants needed to synthesize it. The reactants are: [CH3:1][O:2][C:3](=[O:10])[CH2:4][CH2:5][C:6]([CH2:8]Cl)=[O:7].